From a dataset of Catalyst prediction with 721,799 reactions and 888 catalyst types from USPTO. Predict which catalyst facilitates the given reaction. (1) Reactant: [CH2:1]([C:5]1[CH2:10][CH2:9][C:8]([CH3:13])([CH:11]=[O:12])[CH2:7][CH:6]=1)[CH:2]([CH3:4])[CH3:3].[CH3:14][Mg+].[Br-]. Product: [CH2:1]([C:5]1[CH2:10][CH2:9][C:8]([CH:11]([OH:12])[CH3:14])([CH3:13])[CH2:7][CH:6]=1)[CH:2]([CH3:4])[CH3:3]. The catalyst class is: 27. (2) Reactant: [NH2:1][C:2]1[CH:7]=[CH:6][CH:5]=[CH:4][C:3]=1[CH:8]([C:10]1[C:19]2[C:14](=[CH:15][CH:16]=[CH:17][CH:18]=2)[CH:13]=[CH:12][CH:11]=1)[OH:9].[CH:20]([C:22]1[C:23]([C:27]([NH:29][CH3:30])=[O:28])=[N:24][NH:25][CH:26]=1)=O.[BH3-]C#N.[Na+]. Product: [OH:9][CH:8]([C:10]1[C:19]2[C:14](=[CH:15][CH:16]=[CH:17][CH:18]=2)[CH:13]=[CH:12][CH:11]=1)[C:3]1[CH:4]=[CH:5][CH:6]=[CH:7][C:2]=1[NH:1][CH2:20][C:22]1[C:23]([C:27]([NH:29][CH3:30])=[O:28])=[N:24][NH:25][CH:26]=1. The catalyst class is: 26. (3) Reactant: [C:1]([C:3]1[CH:4]=[C:5]([C:13]2[S:17][C:16]([C:18]3[CH:26]=[CH:25][CH:24]=[C:23]4[C:19]=3[CH2:20][CH2:21][C@@H:22]4[NH:27][CH2:28][C:29]([O:31][CH3:32])=[O:30])=[N:15][N:14]=2)[CH:6]=[CH:7][C:8]=1[O:9][CH:10]([CH3:12])[CH3:11])#[N:2].[C:33](O[C:33]([O:35][C:36]([CH3:39])([CH3:38])[CH3:37])=[O:34])([O:35][C:36]([CH3:39])([CH3:38])[CH3:37])=[O:34]. Product: [C:36]([O:35][C:33]([N:27]([C@@H:22]1[C:23]2[C:19](=[C:18]([C:16]3[S:17][C:13]([C:5]4[CH:6]=[CH:7][C:8]([O:9][CH:10]([CH3:12])[CH3:11])=[C:3]([C:1]#[N:2])[CH:4]=4)=[N:14][N:15]=3)[CH:26]=[CH:25][CH:24]=2)[CH2:20][CH2:21]1)[CH2:28][C:29]([O:31][CH3:32])=[O:30])=[O:34])([CH3:39])([CH3:38])[CH3:37]. The catalyst class is: 2. (4) Reactant: [N:1]([CH2:4][C:5]1[CH:6]=[C:7]([CH:10]=[C:11]([C:13]([F:16])([F:15])[F:14])[CH:12]=1)[C:8]#[N:9])=[N+]=[N-].CP(C)C. Product: [NH2:1][CH2:4][C:5]1[CH:6]=[C:7]([CH:10]=[C:11]([C:13]([F:14])([F:15])[F:16])[CH:12]=1)[C:8]#[N:9]. The catalyst class is: 1. (5) Reactant: C=O.[Br:3][C:4]1[CH:37]=[CH:36][C:7]([NH:8][C:9]2[C:18]3[C:13](=[CH:14][C:15]([O:21][CH2:22][CH:23]4[CH2:28][CH2:27][N:26]([C:29](OC(C)(C)C)=O)[CH2:25][CH2:24]4)=[C:16]([O:19][CH3:20])[CH:17]=3)[N:12]=[CH:11][N:10]=2)=[C:6]([F:38])[CH:5]=1. Product: [Br:3][C:4]1[CH:37]=[CH:36][C:7]([NH:8][C:9]2[C:18]3[C:13](=[CH:14][C:15]([O:21][CH2:22][CH:23]4[CH2:24][CH2:25][N:26]([CH3:29])[CH2:27][CH2:28]4)=[C:16]([O:19][CH3:20])[CH:17]=3)[N:12]=[CH:11][N:10]=2)=[C:6]([F:38])[CH:5]=1. The catalyst class is: 106. (6) Reactant: [CH3:1][C:2]1[O:3][C:4]2[CH:10]=[C:9]([S:11]([OH:14])(=[O:13])=[O:12])[CH:8]=[CH:7][C:5]=2[N:6]=1.C1S(=O)(=O)CCC1.Br[CH2:23][CH2:24][CH2:25][CH2:26][CH2:27][C:28]([OH:30])=[O:29]. Product: [C:28]([CH2:27][CH2:26][CH2:25][CH2:24][CH2:23][N+:6]1[C:5]2[CH:7]=[CH:8][C:9]([S:11]([O-:14])(=[O:13])=[O:12])=[CH:10][C:4]=2[O:3][C:2]=1[CH3:1])([OH:30])=[O:29]. The catalyst class is: 13. (7) The catalyst class is: 5. Product: [CH3:1][O:2][C:3]([C:5]1([NH:12][C:13](=[O:25])[C:14]2[CH:19]=[CH:18][C:17]([Cl:20])=[C:16]([OH:21])[CH:15]=2)[CH2:6][CH2:7][CH2:8][CH2:9][CH2:10][CH2:11]1)=[O:4]. Reactant: [CH3:1][O:2][C:3]([C:5]1([NH:12][C:13](=[O:25])[C:14]2[CH:19]=[CH:18][C:17]([Cl:20])=[C:16]([O:21]C(=O)C)[CH:15]=2)[CH2:11][CH2:10][CH2:9][CH2:8][CH2:7][CH2:6]1)=[O:4].C(=O)([O-])[O-].[K+].[K+].